From a dataset of Reaction yield outcomes from USPTO patents with 853,638 reactions. Predict the reaction yield, written as a fraction of the theoretical maximum amount of product (1.0 means a 100% yield; for example, 0.34 means a 34% yield). (1) The reactants are [NH:1]1[CH:5]=[CH:4][C:3]([C:6]2[CH:15]=[CH:14][C:9](C(OC)=O)=[CH:8][CH:7]=2)=[CH:2]1.I[C:17]1[CH:22]=[CH:21][C:20]([C:23]([F:26])([F:25])[F:24])=[CH:19][CH:18]=1.C(N)CN.P([O-])([O-])([O-])=[O:32].[K+].[K+].[K+].O1C[CH2:43][O:42][CH2:41]C1. The catalyst is O. The product is [F:24][C:23]([F:26])([F:25])[C:20]1[CH:21]=[CH:22][C:17]([N:1]2[CH:5]=[CH:4][C:3]([C:6]3[CH:7]=[C:8]([CH:9]=[CH:14][CH:15]=3)[C:43]([O:42][CH3:41])=[O:32])=[CH:2]2)=[CH:18][CH:19]=1. The yield is 0.730. (2) The reactants are [OH-].[Na+].[C:3]([C:7]1[CH:12]=[CH:11][C:10]([C:13]2[C:14]([C:20]([O:22]CC3C=CC=CC=3)=[O:21])=[CH:15][CH:16]=[CH:17][C:18]=2[CH3:19])=[CH:9][CH:8]=1)([CH3:6])([CH3:5])[CH3:4]. The catalyst is CO. The product is [C:3]([C:7]1[CH:12]=[CH:11][C:10]([C:13]2[C:14]([C:20]([OH:22])=[O:21])=[CH:15][CH:16]=[CH:17][C:18]=2[CH3:19])=[CH:9][CH:8]=1)([CH3:6])([CH3:4])[CH3:5]. The yield is 0.690. (3) The reactants are [CH3:1][C:2]1[CH:7]=[C:6]([N+:8]([O-])=O)[C:5]([O:11][CH3:12])=[CH:4][C:3]=1[C:13]1[CH:18]=[CH:17][N:16]=[CH:15][CH:14]=1. The catalyst is CCOC(C)=O.CO. The product is [CH3:1][C:2]1[C:3]([C:13]2[CH:18]=[CH:17][N:16]=[CH:15][CH:14]=2)=[CH:4][C:5]([O:11][CH3:12])=[C:6]([CH:7]=1)[NH2:8]. The yield is 1.00. (4) The reactants are [BH3-]C#N.[Na+].[CH3:5][CH:6]1[CH2:10][CH:9]([CH2:11][N:12]2[C:20]3[C:15](=[CH:16][C:17]([C:21]4[CH:22]=[N:23][N:24](C5CCCCO5)[CH:25]=4)=[CH:18][CH:19]=3)[CH:14]=[CH:13]2)[CH2:8][N:7]1[C:32]([C:34]1[CH:39]=[CH:38][CH:37]=[CH:36][CH:35]=1)=[O:33].Cl.CO.ClCCl. The catalyst is C(O)C. The product is [NH:23]1[CH:22]=[C:21]([C:17]2[CH:16]=[C:15]3[C:20](=[CH:19][CH:18]=2)[N:12]([CH2:11][CH:9]2[CH2:8][N:7]([C:32]([C:34]4[CH:39]=[CH:38][CH:37]=[CH:36][CH:35]=4)=[O:33])[CH:6]([CH3:5])[CH2:10]2)[CH2:13][CH2:14]3)[CH:25]=[N:24]1. The yield is 0.430. (5) The reactants are [Li]CCCC.[CH2:6]([O:13][C:14]1[CH:19]=[C:18](Br)[CH:17]=[CH:16][C:15]=1[O:21][CH3:22])[C:7]1[CH:12]=[CH:11][CH:10]=[CH:9][CH:8]=1.[CH2:23]([O:30][C:31]1[CH:32]=[C:33]([CH:36]=[CH:37][C:38]=1[O:39][CH3:40])[CH:34]=[O:35])[C:24]1[CH:29]=[CH:28][CH:27]=[CH:26][CH:25]=1.O. The catalyst is C1COCC1. The product is [CH2:6]([O:13][C:14]1[CH:19]=[C:18]([CH:34]([C:33]2[CH:36]=[CH:37][C:38]([O:39][CH3:40])=[C:31]([O:30][CH2:23][C:24]3[CH:29]=[CH:28][CH:27]=[CH:26][CH:25]=3)[CH:32]=2)[OH:35])[CH:17]=[CH:16][C:15]=1[O:21][CH3:22])[C:7]1[CH:12]=[CH:11][CH:10]=[CH:9][CH:8]=1. The yield is 0.520. (6) The reactants are [CH2:1]([O:8][N:9]([C@H:22]1[CH2:27][N:26]([C:28]([O:30][C:31]([CH3:34])([CH3:33])[CH3:32])=[O:29])[C@H:25]([C:35](=O)[NH2:36])[CH2:24][CH2:23]1)[S:10]([C:13]1[CH:18]=[CH:17][CH:16]=[CH:15][C:14]=1[N+:19]([O-:21])=[O:20])(=[O:12])=[O:11])[C:2]1[CH:7]=[CH:6][CH:5]=[CH:4][CH:3]=1.COC1C=CC(P2(SP(C3C=CC(OC)=CC=3)(=S)S2)=[S:47])=CC=1. The catalyst is C1COCC1. The product is [CH2:1]([O:8][N:9]([C@H:22]1[CH2:27][N:26]([C:28]([O:30][C:31]([CH3:34])([CH3:33])[CH3:32])=[O:29])[C@H:25]([C:35](=[S:47])[NH2:36])[CH2:24][CH2:23]1)[S:10]([C:13]1[CH:18]=[CH:17][CH:16]=[CH:15][C:14]=1[N+:19]([O-:21])=[O:20])(=[O:12])=[O:11])[C:2]1[CH:7]=[CH:6][CH:5]=[CH:4][CH:3]=1. The yield is 0.750. (7) The catalyst is C(Cl)Cl. The reactants are [CH3:1][O:2][CH:3]1[C@@H:7]2[O:8][C:9]([CH3:12])([CH3:11])[O:10][C@@H:6]2[C@@H:5]([CH2:13][OH:14])[O:4]1.O[N:16]1C(=O)C2C(=CC=CC=2)C1=O.C1(P(C2C=CC=CC=2)C2C=CC=CC=2)C=CC=CC=1.CC(OC(/N=N/C(OC(C)C)=O)=O)C.O.NN. The yield is 0.500. The product is [CH3:1][O:2][CH:3]1[C@@H:7]2[O:8][C:9]([CH3:12])([CH3:11])[O:10][C@@H:6]2[C@@H:5]([CH2:13][O:14][NH2:16])[O:4]1. (8) The reactants are C[O:2][C:3]([C:5]1[S:6][CH:7]=[C:8]([Br:12])[C:9]=1[O:10][CH3:11])=[O:4].[OH-].[Na+]. The catalyst is O1CCCC1. The product is [Br:12][C:8]1[C:9]([O:10][CH3:11])=[C:5]([C:3]([OH:4])=[O:2])[S:6][CH:7]=1. The yield is 0.900.